Dataset: Forward reaction prediction with 1.9M reactions from USPTO patents (1976-2016). Task: Predict the product of the given reaction. (1) Given the reactants [Cl:1][C:2]([Cl:11])([Cl:10])[C:3]([C:5]1[NH:6][CH:7]=[CH:8][CH:9]=1)=[O:4].[Cl-].[Al+3].[Cl-].[Cl-].[C:16](Cl)(=[O:18])[CH3:17], predict the reaction product. The product is: [C:16]([C:8]1[CH:9]=[C:5]([C:3](=[O:4])[C:2]([Cl:1])([Cl:10])[Cl:11])[NH:6][CH:7]=1)(=[O:18])[CH3:17]. (2) Given the reactants [Cl:1][C:2]1[C:7]([C:8]([F:11])([F:10])[F:9])=[CH:6][CH:5]=[CH:4][C:3]=1[C:12]1[O:13][C:14]2[C:19]([C:20](=[O:22])[CH:21]=1)=[CH:18][C:17](O)=[C:16]([OH:24])[C:15]=2[C@@H:25]1[CH2:29][CH2:28][N:27]([CH3:30])[C@H:26]1[CH2:31][OH:32].Cl.C[OH:35], predict the reaction product. The product is: [ClH:1].[Cl:1][C:2]1[C:7]([C:8]([F:9])([F:11])[F:10])=[CH:6][CH:5]=[CH:4][C:3]=1[C:12]1[O:13][C:14]2[C:19]([C:20](=[O:22])[CH:21]=1)=[C:18]([OH:35])[CH:17]=[C:16]([OH:24])[C:15]=2[C@@H:25]1[CH2:29][CH2:28][N:27]([CH3:30])[C@H:26]1[CH2:31][OH:32]. (3) Given the reactants C(O[C:6]([N:8]1[CH2:12][C:11](=[N:13][O:14][CH3:15])[CH2:10][C@H:9]1[C:16]([OH:18])=O)=[O:7])(C)(C)C.[C:19]1([C:28]2[CH:33]=[CH:32][CH:31]=[CH:30][CH:29]=2)[C:20](C(Cl)=O)=[CH:21][CH:22]=[CH:23][CH:24]=1.[CH2:34]([C:36]1[S:40][C:39]([NH2:41])=[N:38][N:37]=1)[CH3:35], predict the reaction product. The product is: [C:28]1([C:19]2[CH:24]=[CH:23][CH:22]=[CH:21][CH:20]=2)[CH:29]=[CH:30][C:31]([C:6]([N:8]2[CH2:12][C:11](=[N:13][O:14][CH3:15])[CH2:10][C@H:9]2[C:16]([NH:41][C:39]2[S:40][C:36]([CH2:34][CH3:35])=[N:37][N:38]=2)=[O:18])=[O:7])=[CH:32][CH:33]=1. (4) Given the reactants [F:1][CH:2]([F:32])[C:3]1[N:7]([C:8]2[CH:13]=[C:12]([N:14]3[CH2:19][CH2:18][O:17][CH2:16][CH2:15]3)[N:11]=[C:10]([NH:20][C@H:21]3[CH2:26][CH2:25][C@H:24]([NH2:27])[CH2:23][CH2:22]3)[N:9]=2)[C:6]2[CH:28]=[CH:29][CH:30]=[CH:31][C:5]=2[N:4]=1.[C:33](O)(=[O:36])[CH2:34][CH3:35].ON1C2C=CC=CC=2N=N1.N=C=N.C(=O)C1C=CC=CC=1.C(=O)([O-])[O-], predict the reaction product. The product is: [F:32][CH:2]([F:1])[C:3]1[N:7]([C:8]2[CH:13]=[C:12]([N:14]3[CH2:15][CH2:16][O:17][CH2:18][CH2:19]3)[N:11]=[C:10]([NH:20][C@H:21]3[CH2:22][CH2:23][C@H:24]([NH:27][C:33](=[O:36])[CH2:34][CH3:35])[CH2:25][CH2:26]3)[N:9]=2)[C:6]2[CH:28]=[CH:29][CH:30]=[CH:31][C:5]=2[N:4]=1. (5) Given the reactants II.[Br:3][C:4]1[CH:5]=[C:6]([C:10]([C:12]2[CH:17]=[CH:16][C:15]([O:18][CH:19]([F:21])[F:20])=[CH:14][C:13]=2[F:22])=[CH2:11])[CH:7]=[CH:8][CH:9]=1.[NH3:23].C([O:27][CH2:28]C)(=O)C.C(#[N:32])C, predict the reaction product. The product is: [Br:3][C:4]1[CH:5]=[C:6]([C:10]2([C:12]3[CH:17]=[CH:16][C:15]([O:18][CH:19]([F:20])[F:21])=[CH:14][C:13]=3[F:22])[CH2:11][O:27][C:28]([NH2:32])=[N:23]2)[CH:7]=[CH:8][CH:9]=1. (6) The product is: [F:16][C:6]1[C:5]([S:2](=[O:4])(=[O:3])[NH:31][C:27]2([C:26]([F:33])([F:32])[F:25])[CH2:30][CH2:29][CH2:28]2)=[CH:9][N:8]([CH3:10])[C:7]=1[C:11]([O:13][CH2:14][CH3:15])=[O:12]. Given the reactants Cl[S:2]([C:5]1[C:6]([F:16])=[C:7]([C:11]([O:13][CH2:14][CH3:15])=[O:12])[N:8]([CH3:10])[CH:9]=1)(=[O:4])=[O:3].C([O-])(O)=O.[Na+].C(#N)C.[F:25][C:26]([F:33])([F:32])[C:27]1([NH2:31])[CH2:30][CH2:29][CH2:28]1, predict the reaction product. (7) Given the reactants Cl[C:2]1[N:7]=[CH:6][C:5]2[C:8]([N:14]3[CH2:19][CH2:18][O:17][CH2:16][CH2:15]3)=[N:9][N:10]([CH:11]([CH3:13])[CH3:12])[C:4]=2[CH:3]=1.[NH2:20][C:21]1[CH:26]=[CH:25][N:24]=[C:23]([N:27]2[CH2:32][CH2:31][C@H:30]([OH:33])[C@H:29]([F:34])[CH2:28]2)[N:22]=1.C1(P(C2CCCCC2)C2C=CC=CC=2C2C(C(C)C)=CC(C(C)C)=CC=2C(C)C)CCCCC1.C(=O)([O-])[O-].[Cs+].[Cs+], predict the reaction product. The product is: [F:34][C@H:29]1[C@@H:30]([OH:33])[CH2:31][CH2:32][N:27]([C:23]2[N:22]=[C:21]([NH:20][C:2]3[N:7]=[CH:6][C:5]4[C:8]([N:14]5[CH2:19][CH2:18][O:17][CH2:16][CH2:15]5)=[N:9][N:10]([CH:11]([CH3:13])[CH3:12])[C:4]=4[CH:3]=3)[CH:26]=[CH:25][N:24]=2)[CH2:28]1.